Predict the reactants needed to synthesize the given product. From a dataset of Full USPTO retrosynthesis dataset with 1.9M reactions from patents (1976-2016). (1) Given the product [Cl:28][C:19]1[C:20]2[C:25](=[CH:24][CH:23]=[CH:22][CH:21]=2)[C:26]([OH:27])=[C:17]([C:15]([NH:14][C@H:7]([CH2:8][OH:9])[C:6]([OH:29])=[O:5])=[O:16])[N:18]=1, predict the reactants needed to synthesize it. The reactants are: C([O:5][C:6](=[O:29])[C@H:7]([NH:14][C:15]([C:17]1[N:18]=[C:19]([Cl:28])[C:20]2[C:25]([C:26]=1[OH:27])=[CH:24][CH:23]=[CH:22][CH:21]=2)=[O:16])[CH2:8][O:9]C(C)(C)C)(C)(C)C.FC(F)(F)C(O)=O. (2) The reactants are: Cl[C:2]1[C:11]2=[N:12][N:13](CC3C=CC(OC)=CC=3)[CH:14]=[C:10]2[C:9]2[CH:8]=[C:7]([O:24][CH3:25])[CH:6]=[C:5]([O:26][CH3:27])[C:4]=2[N:3]=1.[NH2:28][C:29]1[CH:34]=[CH:33][C:32]([C:35]([N:37]2[CH2:42][CH2:41][N:40]([CH3:43])[CH2:39][CH2:38]2)=O)=[CH:31][CH:30]=1.Cl.[OH-].[Na+]. Given the product [CH3:27][O:26][C:5]1[C:4]2[N:3]=[C:2]([NH:28][C:29]3[CH:30]=[CH:31][C:32]([CH2:35][N:37]4[CH2:38][CH2:39][N:40]([CH3:43])[CH2:41][CH2:42]4)=[CH:33][CH:34]=3)[C:11]3=[N:12][NH:13][CH:14]=[C:10]3[C:9]=2[CH:8]=[C:7]([O:24][CH3:25])[CH:6]=1, predict the reactants needed to synthesize it.